Predict the product of the given reaction. From a dataset of Forward reaction prediction with 1.9M reactions from USPTO patents (1976-2016). (1) Given the reactants [NH2:1][CH:2]1[CH2:7][CH2:6][N:5]([CH2:8][CH2:9][N:10]2[C:19]3[C:14](=[CH:15][C:16]([O:22][CH3:23])=[C:17]([O:20][CH3:21])[CH:18]=3)[N:13]=[CH:12][C:11]2=[O:24])[CH2:4][CH2:3]1.[O:25]=[C:26]1[CH2:31][O:30][C:29]2[CH:32]=[CH:33][C:34]([CH:36]=O)=[N:35][C:28]=2[NH:27]1.C(O[BH-](OC(=O)C)OC(=O)C)(=O)C.[Na+], predict the reaction product. The product is: [CH3:23][O:22][C:16]1[CH:15]=[C:14]2[C:19](=[CH:18][C:17]=1[O:20][CH3:21])[N:10]([CH2:9][CH2:8][N:5]1[CH2:6][CH2:7][CH:2]([NH:1][CH2:36][C:34]3[CH:33]=[CH:32][C:29]4[O:30][CH2:31][C:26](=[O:25])[NH:27][C:28]=4[N:35]=3)[CH2:3][CH2:4]1)[C:11](=[O:24])[CH:12]=[N:13]2. (2) Given the reactants Cl.NCC1C=C(CNC(C2NC(=O)C3C(=CC=C(C#N)C=3)N=2)=O)C=CC=1.Cl.[NH2:28][CH2:29][C:30]1[CH:31]=[C:32]([CH2:36][NH:37][C:38]([C:40]2[NH:41][C:42](=[O:50])[C:43]3[C:48]([CH3:49])=[CH:47][S:46][C:44]=3[N:45]=2)=[O:39])[CH:33]=[CH:34][CH:35]=1.N1C=NC(CC(O)=O)=N1.[C:60]1([C:66]([C:81]2[CH:86]=[CH:85][CH:84]=[CH:83][CH:82]=2)([C:75]2[CH:80]=[CH:79][CH:78]=[CH:77][CH:76]=2)[N:67]2[CH:71]=[N:70][C:69]([C:72](O)=[O:73])=[N:68]2)[CH:65]=[CH:64][CH:63]=[CH:62][CH:61]=1, predict the reaction product. The product is: [CH3:49][C:48]1[C:43]2[C:42](=[O:50])[NH:41][C:40]([C:38]([NH:37][CH2:36][C:32]3[CH:33]=[CH:34][CH:35]=[C:30]([CH2:29][NH:28][C:72]([C:69]4[N:70]=[CH:71][N:67]([C:66]([C:60]5[CH:65]=[CH:64][CH:63]=[CH:62][CH:61]=5)([C:75]5[CH:76]=[CH:77][CH:78]=[CH:79][CH:80]=5)[C:81]5[CH:86]=[CH:85][CH:84]=[CH:83][CH:82]=5)[N:68]=4)=[O:73])[CH:31]=3)=[O:39])=[N:45][C:44]=2[S:46][CH:47]=1.